The task is: Regression/Classification. Given a drug SMILES string, predict its absorption, distribution, metabolism, or excretion properties. Task type varies by dataset: regression for continuous measurements (e.g., permeability, clearance, half-life) or binary classification for categorical outcomes (e.g., BBB penetration, CYP inhibition). Dataset: cyp2c9_veith.. This data is from CYP2C9 inhibition data for predicting drug metabolism from PubChem BioAssay. The compound is COCC(=O)N1CCC2(CC1)CN(c1cccc(-c3ccccc3)c1)C2. The result is 0 (non-inhibitor).